From a dataset of Full USPTO retrosynthesis dataset with 1.9M reactions from patents (1976-2016). Predict the reactants needed to synthesize the given product. (1) The reactants are: [N:1](C(OCC)=O)=NC(OCC)=O.C([N:20]1[CH2:24][CH2:23][C@H:22]([OH:25])[CH2:21]1)C1C=CC=CC=1.[F:26][C:27]1[CH:32]=[CH:31][C:30](O)=[CH:29][CH:28]=1.C1(P(C2C=CC=CC=2)C2C=CC=CC=2)C=CC=CC=1.C([O-])=O.[NH4+]. Given the product [NH3:1].[F:26][C:27]1[CH:32]=[CH:31][C:30]([O:25][C@@H:22]2[CH2:23][CH2:24][NH:20][CH2:21]2)=[CH:29][CH:28]=1, predict the reactants needed to synthesize it. (2) Given the product [CH3:21][Si:19]([CH3:20])([CH3:22])[CH2:18][CH2:17][O:16][CH2:15][N:14]([CH2:23][O:24][CH2:25][CH2:26][Si:27]([CH3:28])([CH3:30])[CH3:29])[C:12]1[N:11]2[N:31]=[CH:32][CH:33]=[C:10]2[N:9]=[C:8]([CH:5]2[CH2:6][CH2:45][C:43]([CH2:37][OH:38])([OH:44])[CH2:42][CH2:4]2)[CH:13]=1, predict the reactants needed to synthesize it. The reactants are: C=C1C[CH2:6][CH:5]([C:8]2[CH:13]=[C:12]([N:14]([CH2:23][O:24][CH2:25][CH2:26][Si:27]([CH3:30])([CH3:29])[CH3:28])[CH2:15][O:16][CH2:17][CH2:18][Si:19]([CH3:22])([CH3:21])[CH3:20])[N:11]3[N:31]=[CH:32][CH:33]=[C:10]3[N:9]=2)[CH2:4]C1.C[N+]1([O-])CC[O:38][CH2:37]C1.[CH3:42][C:43]([CH3:45])=[O:44].O.CC#N.